This data is from NCI-60 drug combinations with 297,098 pairs across 59 cell lines. The task is: Regression. Given two drug SMILES strings and cell line genomic features, predict the synergy score measuring deviation from expected non-interaction effect. (1) Synergy scores: CSS=10.7, Synergy_ZIP=1.69, Synergy_Bliss=5.17, Synergy_Loewe=3.17, Synergy_HSA=3.55. Drug 1: CC12CCC(CC1=CCC3C2CCC4(C3CC=C4C5=CN=CC=C5)C)O. Drug 2: CC(C)(C#N)C1=CC(=CC(=C1)CN2C=NC=N2)C(C)(C)C#N. Cell line: HT29. (2) Drug 1: C1=C(C(=O)NC(=O)N1)N(CCCl)CCCl. Drug 2: CCN(CC)CCCC(C)NC1=C2C=C(C=CC2=NC3=C1C=CC(=C3)Cl)OC. Cell line: T-47D. Synergy scores: CSS=0.216, Synergy_ZIP=-9.00, Synergy_Bliss=-17.5, Synergy_Loewe=-18.0, Synergy_HSA=-17.2.